From a dataset of Forward reaction prediction with 1.9M reactions from USPTO patents (1976-2016). Predict the product of the given reaction. (1) Given the reactants C([O:8][C@@H:9]1[C@@H:47]([O:48]CC2C=CC=CC=2)[C@H:46]([O:56][C@@H:57]2[O:86][C@H:85]([CH2:87][O:88][CH3:89])[C@@H:76]([O:77]CC3C=CC=CC=3)[C@H:67]([O:68]CC3C=CC=CC=3)[C@H:58]2[O:59]CC2C=CC=CC=2)[C@@H:45]([CH2:90][O:91]CC2C=CC=CC=2)[O:44][C@@H:10]1[O:11][C@H:12]1[C@H:16]([O:17]CC2C=CC=CC=2)[CH2:15][N:14](C(OCC2C=CC=CC=2)=O)[C@@H:13]1[CH2:35][O:36]CC1C=CC=CC=1)C1C=CC=CC=1.Cl, predict the reaction product. The product is: [CH3:89][O:88][CH2:87][C@H:85]1[O:86][C@@H:57]([O:56][C@@H:46]2[C@@H:45]([CH2:90][OH:91])[O:44][C@H:10]([O:11][C@H:12]3[C@H:16]([OH:17])[CH2:15][NH:14][C@@H:13]3[CH2:35][OH:36])[C@H:9]([OH:8])[C@H:47]2[OH:48])[C@H:58]([OH:59])[C@@H:67]([OH:68])[C@@H:76]1[OH:77]. (2) The product is: [CH3:9][O:8][C:1]1[CH2:2][CH2:3][O:4][CH2:5][CH2:6][N:7]=1.[CH3:9][O:10][S:11]([O-:14])(=[O:13])=[O:12]. Given the reactants [C:1]1(=[O:8])[NH:7][CH2:6][CH2:5][O:4][CH2:3][CH2:2]1.[CH3:9][O:10][S:11]([O:14]C)(=[O:13])=[O:12], predict the reaction product. (3) Given the reactants [CH3:1][CH2:2][CH2:3][CH2:4][CH2:5][CH2:6][CH2:7][CH2:8][CH2:9][CH2:10][CH2:11][CH2:12][CH2:13][CH2:14][CH2:15][C:16]([O:18][CH2:19][C@@H:20]([O:33][C:34]([CH2:36][CH2:37][CH2:38][CH2:39][CH2:40][CH2:41][CH2:42][C:43](/C=C/C=O)=[O:44])=[O:35])[CH2:21][O:22][P+:23]([O:26][CH2:27][CH2:28][N+:29]([CH3:32])([CH3:31])[CH3:30])([O-:25])[OH:24])=[O:17].CC(=CC)C.[O-]Cl=O.[Na+], predict the reaction product. The product is: [CH3:1][CH2:2][CH2:3][CH2:4][CH2:5][CH2:6][CH2:7][CH2:8][CH2:9][CH2:10][CH2:11][CH2:12][CH2:13][CH2:14][CH2:15][C:16]([O:18][CH2:19][CH:20]([O:33][C:34]([CH2:36][CH2:37][CH2:38][CH2:39][CH2:40][CH2:41][CH2:42][CH:43]=[O:44])=[O:35])[CH2:21][O:22][P:23]([O:26][CH2:27][CH2:28][N+:29]([CH3:31])([CH3:32])[CH3:30])([O-:25])=[O:24])=[O:17].